Predict the product of the given reaction. From a dataset of Forward reaction prediction with 1.9M reactions from USPTO patents (1976-2016). Given the reactants [C:1]([C:3]1[C:4]([C:23]2[N:27]=[CH:26][NH:25][N:24]=2)=[C:5]([NH:8][C:9](=[O:22])[CH2:10][N:11]2[C:20]3[C:15](=[N:16][CH:17]=[CH:18][CH:19]=3)[CH2:14][CH2:13][C:12]2=[O:21])[S:6][CH:7]=1)#[N:2].[Si](C=[N+]=[N-])(C)(C)[CH3:29], predict the reaction product. The product is: [C:1]([C:3]1[C:4]([C:23]2[N:27]=[CH:26][N:25]([CH3:29])[N:24]=2)=[C:5]([NH:8][C:9](=[O:22])[CH2:10][N:11]2[C:20]3[C:15](=[N:16][CH:17]=[CH:18][CH:19]=3)[CH2:14][CH2:13][C:12]2=[O:21])[S:6][CH:7]=1)#[N:2].